From a dataset of Forward reaction prediction with 1.9M reactions from USPTO patents (1976-2016). Predict the product of the given reaction. (1) The product is: [OH2:2].[NH2:30][C:28](=[O:29])[C:27]([C:8]1[C:7]2[C:11](=[C:12]3[CH2:17][CH2:16][CH2:15][C:13]3=[CH:14][C:6]=2[O:5][CH2:4][C:3]([OH:32])=[O:2])[N:10]([CH2:18][C:19]2[CH:24]=[CH:23][CH:22]=[C:21]([F:25])[CH:20]=2)[C:9]=1[CH3:26])=[O:31]. Given the reactants C[O:2][C:3](=[O:32])[CH2:4][O:5][C:6]1[CH:14]=[C:13]2[CH2:15][CH2:16][CH2:17][C:12]2=[C:11]2[C:7]=1[C:8]([C:27](=[O:31])[C:28]([NH2:30])=[O:29])=[C:9]([CH3:26])[N:10]2[CH2:18][C:19]1[CH:24]=[CH:23][CH:22]=[C:21]([F:25])[CH:20]=1.[OH-].[Li+], predict the reaction product. (2) Given the reactants [Cl:1][C:2]1[CH:7]=[CH:6][CH:5]=[CH:4][C:3]=1[C:8]1[CH:17]=[C:16](I)[CH:15]=[C:14]2[C:9]=1[CH2:10][N:11]([CH2:28][C:29]1[CH:34]=[CH:33][C:32]([O:35][CH3:36])=[CH:31][CH:30]=1)[C:12](=[O:27])[N:13]2[C:19]1[C:24]([Cl:25])=[CH:23][CH:22]=[CH:21][C:20]=1[Cl:26].[CH:37]([N:40]1[CH2:45][CH:44]2[CH2:46][CH:41]1[CH2:42][NH:43]2)([CH3:39])[CH3:38], predict the reaction product. The product is: [Cl:1][C:2]1[CH:7]=[CH:6][CH:5]=[CH:4][C:3]=1[C:8]1[CH:17]=[C:16]([N:43]2[CH2:42][CH:41]3[CH2:46][CH:44]2[CH2:45][N:40]3[CH:37]([CH3:39])[CH3:38])[CH:15]=[C:14]2[C:9]=1[CH2:10][N:11]([CH2:28][C:29]1[CH:34]=[CH:33][C:32]([O:35][CH3:36])=[CH:31][CH:30]=1)[C:12](=[O:27])[N:13]2[C:19]1[C:24]([Cl:25])=[CH:23][CH:22]=[CH:21][C:20]=1[Cl:26].